This data is from Full USPTO retrosynthesis dataset with 1.9M reactions from patents (1976-2016). The task is: Predict the reactants needed to synthesize the given product. (1) Given the product [Cl:1][C:2]1[CH:7]=[CH:6][C:5]([S:8]([C:11]2[CH:12]=[CH:13][C:14]([O:29][CH3:30])=[C:15]([CH:17]3[CH2:18][CH2:19][NH:20][CH2:21][CH2:22]3)[CH:16]=2)(=[O:10])=[O:9])=[CH:4][CH:3]=1, predict the reactants needed to synthesize it. The reactants are: [Cl:1][C:2]1[CH:7]=[CH:6][C:5]([S:8]([C:11]2[CH:12]=[CH:13][C:14]([O:29][CH3:30])=[C:15]([CH:17]3[CH2:22][CH2:21][N:20](C(=O)C(F)(F)F)[CH2:19][CH2:18]3)[CH:16]=2)(=[O:10])=[O:9])=[CH:4][CH:3]=1.[OH-].[Na+].O. (2) Given the product [CH3:20][O:19][N:18]([CH3:17])[C:13]([C:8]1[CH:9]=[N:10][C:11]2[C:6]([CH:7]=1)=[CH:5][CH:4]=[C:3]([O:2][CH3:1])[CH:12]=2)=[O:15], predict the reactants needed to synthesize it. The reactants are: [CH3:1][O:2][C:3]1[CH:12]=[C:11]2[C:6]([CH:7]=[C:8]([C:13]([OH:15])=O)[CH:9]=[N:10]2)=[CH:5][CH:4]=1.Cl.[CH3:17][NH:18][O:19][CH3:20].C(N(CC)CC)C.F[P-](F)(F)(F)(F)F.Br[P+](N1CCCC1)(N1CCCC1)N1CCCC1. (3) Given the product [CH:19]1([C:11]2[C:10]3[S:25][C:26]([C:28]([O:30][CH3:31])=[O:29])=[CH:27][C:9]=3[N:8]([CH2:7][C:6]([OH:32])=[O:5])[C:12]=2[C:13]2[CH:18]=[CH:17][CH:16]=[CH:15][CH:14]=2)[CH2:24][CH2:23][CH2:22][CH2:21][CH2:20]1, predict the reactants needed to synthesize it. The reactants are: C([O:5][C:6](=[O:32])[CH2:7][N:8]1[C:12]([C:13]2[CH:18]=[CH:17][CH:16]=[CH:15][CH:14]=2)=[C:11]([CH:19]2[CH2:24][CH2:23][CH2:22][CH2:21][CH2:20]2)[C:10]2[S:25][C:26]([C:28]([O:30][CH3:31])=[O:29])=[CH:27][C:9]1=2)(C)(C)C.